This data is from Forward reaction prediction with 1.9M reactions from USPTO patents (1976-2016). The task is: Predict the product of the given reaction. (1) Given the reactants N#N.C1(NC2CCCCC2)CCCCC1.[Li]CCCC.[C:21]([O:25][C:26](=[O:28])[CH3:27])([CH3:24])([CH3:23])[CH3:22].Br[C:30]1[CH:31]=[C:32]([C:36]2([CH3:41])[O:40][CH2:39][CH2:38][O:37]2)[CH:33]=[CH:34][CH:35]=1, predict the reaction product. The product is: [C:21]([O:25][C:26](=[O:28])[CH2:27][C:34]1[CH:35]=[CH:30][CH:31]=[C:32]([C:36]2([CH3:41])[O:37][CH2:38][CH2:39][O:40]2)[CH:33]=1)([CH3:24])([CH3:23])[CH3:22]. (2) Given the reactants Br[C:2]1[CH:7]=[C:6]([C:8]([F:11])([F:10])[F:9])[CH:5]=[C:4]([F:12])[CH:3]=1.[Li]CCCC.[Cl:18][C:19]1[CH:20]=[CH:21][C:22]([C:25]#[N:26])=[N:23][CH:24]=1.C[Si](C)(C)Cl.[Cl-].[CH2:33]([Zn+])[C:34]1[CH:39]=[CH:38][CH:37]=[CH:36][CH:35]=1, predict the reaction product. The product is: [Cl:18][C:19]1[CH:20]=[CH:21][C:22]([C:25]([C:2]2[CH:7]=[C:6]([C:8]([F:11])([F:10])[F:9])[CH:5]=[C:4]([F:12])[CH:3]=2)([NH2:26])[CH2:33][C:34]2[CH:39]=[CH:38][CH:37]=[CH:36][CH:35]=2)=[N:23][CH:24]=1.